From a dataset of Full USPTO retrosynthesis dataset with 1.9M reactions from patents (1976-2016). Predict the reactants needed to synthesize the given product. (1) Given the product [C:6]([C:5]1[CH:17]=[CH:16][S:15][CH:4]=1)(=[O:14])[CH2:7][CH2:8][CH2:9][CH2:10][CH2:11][CH2:12][CH3:13], predict the reactants needed to synthesize it. The reactants are: CN([CH:4]=[CH:5][C:6](=[O:14])[CH2:7][CH2:8][CH2:9][CH2:10][CH2:11][CH2:12][CH3:13])C.[S:15]1CC(O)S[CH2:17][CH:16]1O. (2) Given the product [CH:1]1[C:2]([CH2:10][C@@H:11]([NH2:28])[CH2:12][C:13]([N:15]2[CH2:27][C:19]3=[N:20][N:21]=[C:22]([C:23]([F:26])([F:25])[F:24])[N:18]3[CH2:17][CH2:16]2)=[O:14])=[C:3]([F:9])[CH:4]=[C:5]([F:8])[C:6]=1[F:7].[C:29]([O-:36])(=[O:35])/[CH:30]=[CH:31]\[C:32]([O-:34])=[O:33], predict the reactants needed to synthesize it. The reactants are: [CH:1]1[C:2]([CH2:10][C@@H:11]([NH2:28])[CH2:12][C:13]([N:15]2[CH2:27][C:19]3=[N:20][N:21]=[C:22]([C:23]([F:26])([F:25])[F:24])[N:18]3[CH2:17][CH2:16]2)=[O:14])=[C:3]([F:9])[CH:4]=[C:5]([F:8])[C:6]=1[F:7].[C:29]([OH:36])(=[O:35])/[CH:30]=[CH:31]\[C:32]([OH:34])=[O:33]. (3) Given the product [CH2:1]([O:8][C:9]1[CH:50]=[CH:49][CH:48]=[CH:47][C:10]=1[CH2:11][C:12]1[C:13]([O:23][C@@H:24]2[O:41][C@H:40]([CH2:42][OH:43])[C@@H:35]([OH:36])[C@H:30]([OH:31])[C@H:25]2[OH:26])=[N:14][N:15]([CH2:20][CH2:21][OH:22])[C:16]=1[CH:17]([CH3:19])[CH3:18])[C:2]1[CH:7]=[CH:6][CH:5]=[CH:4][CH:3]=1, predict the reactants needed to synthesize it. The reactants are: [CH2:1]([O:8][C:9]1[CH:50]=[CH:49][CH:48]=[CH:47][C:10]=1[CH2:11][C:12]1[C:13]([O:23][C@@H:24]2[O:41][C@H:40]([CH2:42][O:43]C(=O)C)[C@@H:35]([O:36]C(=O)C)[C@H:30]([O:31]C(=O)C)[C@H:25]2[O:26]C(=O)C)=[N:14][N:15]([CH2:20][CH2:21][OH:22])[C:16]=1[CH:17]([CH3:19])[CH3:18])[C:2]1[CH:7]=[CH:6][CH:5]=[CH:4][CH:3]=1.C[O-].[Na+]. (4) The reactants are: [NH2:1][CH2:2][CH2:3][CH2:4][N:5]1[C:16]([C:17]([O:19]CC)=O)=[C:15]2[C:7]([C:8]3[CH:9]=[N:10][NH:11][C:12]=3[CH2:13][CH2:14]2)=[N:6]1.C(=O)([O-])[O-].[Cs+].[Cs+]. Given the product [CH:9]1[C:8]2[C:7]3[C:15](=[C:16]4[C:17](=[O:19])[NH:1][CH2:2][CH2:3][CH2:4][N:5]4[N:6]=3)[CH2:14][CH2:13][C:12]=2[NH:11][N:10]=1, predict the reactants needed to synthesize it. (5) Given the product [OH:24][C:23]1[C:22]2[C:17](=[CH:18][CH:19]=[CH:20][CH:21]=2)[C:16]([CH2:32][O:33][CH3:34])=[N:15][C:14]=1[C:12]([NH:11][CH2:10][C:9]([OH:35])=[O:8])=[O:13], predict the reactants needed to synthesize it. The reactants are: C([O:8][C:9](=[O:35])[CH2:10][NH:11][C:12]([C:14]1[N:15]=[C:16]([CH2:32][O:33][CH3:34])[C:17]2[C:22]([C:23]=1[O:24]CC1C=CC=CC=1)=[CH:21][CH:20]=[CH:19][CH:18]=2)=[O:13])C1C=CC=CC=1.CCOC(C)=O.